This data is from Forward reaction prediction with 1.9M reactions from USPTO patents (1976-2016). The task is: Predict the product of the given reaction. (1) Given the reactants [F:1][CH2:2][C:3]1[N:4]([C:9]2[C:18]3[C:13](=[CH:14][CH:15]=[CH:16][CH:17]=3)[C:12]([CH3:19])=[CH:11][CH:10]=2)[C:5]([SH:8])=[N:6][N:7]=1.C([O-])([O-])=O.[K+].[K+].Cl[CH2:27][C:28]([NH:30][C:31]1[CH:36]=[CH:35][C:34]([S:37](=[O:40])(=[O:39])[NH2:38])=[CH:33][C:32]=1[Cl:41])=[O:29].O, predict the reaction product. The product is: [Cl:41][C:32]1[CH:33]=[C:34]([S:37](=[O:40])(=[O:39])[NH2:38])[CH:35]=[CH:36][C:31]=1[NH:30][C:28](=[O:29])[CH2:27][S:8][C:5]1[N:4]([C:9]2[C:18]3[C:13](=[CH:14][CH:15]=[CH:16][CH:17]=3)[C:12]([CH3:19])=[CH:11][CH:10]=2)[C:3]([CH2:2][F:1])=[N:7][N:6]=1. (2) Given the reactants Br[C:2]1[CH:3]=[N:4][C:5]2[N:6]([N:8]=[C:9]([CH3:11])[CH:10]=2)[CH:7]=1.[C:12]([C:14]1[CH:19]=[CH:18][C:17]([CH3:20])=[CH:16][CH:15]=1)#[CH:13], predict the reaction product. The product is: [CH3:11][C:9]1[CH:10]=[C:5]2[N:4]=[CH:3][C:2]([C:13]#[C:12][C:14]3[CH:19]=[CH:18][C:17]([CH3:20])=[CH:16][CH:15]=3)=[CH:7][N:6]2[N:8]=1.